Dataset: Catalyst prediction with 721,799 reactions and 888 catalyst types from USPTO. Task: Predict which catalyst facilitates the given reaction. (1) Reactant: [C:1]1([C:7]([C:24]2[CH:29]=[CH:28][CH:27]=[CH:26][CH:25]=2)([C:18]2[CH:23]=[CH:22][CH:21]=[CH:20][CH:19]=2)[N:8]2[CH:12]=[C:11]([CH2:13][CH2:14][C:15](O)=[O:16])[N:10]=[CH:9]2)[CH:6]=[CH:5][CH:4]=[CH:3][CH:2]=1.C1(N=C=NC2CCCCC2)CCCCC1.ON1C2C=CC=CC=2N=N1.Cl.Cl.[N:57]1([C:63]2[CH:68]=[CH:67][C:66]([N:69]3[CH2:73][C@H:72]([CH2:74][O:75][C:76]4[CH:80]=[CH:79][O:78][N:77]=4)[O:71][C:70]3=[O:81])=[CH:65][C:64]=2[F:82])[CH2:62][CH2:61][NH:60][CH2:59][CH2:58]1.C(N(CC)C(C)C)(C)C. Product: [C:24]1([C:7]([C:1]2[CH:6]=[CH:5][CH:4]=[CH:3][CH:2]=2)([C:18]2[CH:19]=[CH:20][CH:21]=[CH:22][CH:23]=2)[N:8]2[CH:12]=[C:11]([CH2:13][CH2:14][C:15]([N:60]3[CH2:59][CH2:58][N:57]([C:63]4[CH:68]=[CH:67][C:66]([N:69]5[CH2:73][C@H:72]([CH2:74][O:75][C:76]6[CH:80]=[CH:79][O:78][N:77]=6)[O:71][C:70]5=[O:81])=[CH:65][C:64]=4[F:82])[CH2:62][CH2:61]3)=[O:16])[N:10]=[CH:9]2)[CH:29]=[CH:28][CH:27]=[CH:26][CH:25]=1. The catalyst class is: 4. (2) Reactant: [CH2:1]([O:3][C:4]([C@H:6]1[C@@H:11]([C:12]2[CH:17]=[CH:16][C:15]([C:18]3[CH:23]=[CH:22][CH:21]=[CH:20][CH:19]=3)=[CH:14][CH:13]=2)[CH2:10][CH2:9][N:8]([C:24]([O:26][C:27]([CH3:30])([CH3:29])[CH3:28])=[O:25])[CH2:7]1)=[O:5])[CH3:2].[O-]CC.[Na+]. Product: [CH2:1]([O:3][C:4]([C@H:6]1[C@H:11]([C:12]2[CH:17]=[CH:16][C:15]([C:18]3[CH:23]=[CH:22][CH:21]=[CH:20][CH:19]=3)=[CH:14][CH:13]=2)[CH2:10][CH2:9][N:8]([C:24]([O:26][C:27]([CH3:28])([CH3:30])[CH3:29])=[O:25])[CH2:7]1)=[O:5])[CH3:2]. The catalyst class is: 8.